Task: Predict the product of the given reaction.. Dataset: Forward reaction prediction with 1.9M reactions from USPTO patents (1976-2016) Given the reactants [OH:1][C@@H:2]([C:7]1[CH:12]=[CH:11][CH:10]=[CH:9][CH:8]=1)[CH2:3][C:4]([OH:6])=O.[Cl:13][C:14]1[CH:19]=[CH:18][C:17]([N:20]2[CH2:25][CH2:24][NH:23][CH2:22][CH2:21]2)=[CH:16][CH:15]=1.C(Cl)CCl.C1C=C[C:33]2[N:38](O)N=NC=2C=1.[OH-:40].[NH4+], predict the reaction product. The product is: [Cl:13][C:14]1[CH:15]=[CH:16][C:17]([N:20]2[CH2:25][CH2:24][N:23]([C:4](=[O:6])[CH2:3][C@@H:2]([O:1][C:33](=[O:40])[NH2:38])[C:7]3[CH:12]=[CH:11][CH:10]=[CH:9][CH:8]=3)[CH2:22][CH2:21]2)=[CH:18][CH:19]=1.